This data is from Full USPTO retrosynthesis dataset with 1.9M reactions from patents (1976-2016). The task is: Predict the reactants needed to synthesize the given product. (1) Given the product [OH:11][CH:4]1[C:5]2[C:10](=[CH:9][CH:8]=[CH:7][CH:6]=2)[O:1][CH:2]([C:12]([OH:14])=[O:13])[CH2:3]1, predict the reactants needed to synthesize it. The reactants are: [O:1]1[C:10]2[C:5](=[CH:6][CH:7]=[CH:8][CH:9]=2)[C:4](=[O:11])[CH:3]=[C:2]1[C:12]([OH:14])=[O:13].[BH4-].[Na+].Cl.C(O)(=O)C. (2) Given the product [CH2:1]([N:3]([CH2:29][C:30]1[CH:31]=[CH:32][C:33]([O:36][CH2:39][CH2:40][NH:42][CH2:43][CH2:44][S:45][CH3:46])=[CH:34][CH:35]=1)[C:4]1[CH:9]=[C:8]([O:10][CH3:11])[CH:7]=[CH:6][C:5]=1[CH:12]1[CH2:21][CH2:20][C:19]2[CH:18]=[C:17]([OH:22])[CH:16]=[CH:15][C:14]=2[CH2:13]1)[CH3:2], predict the reactants needed to synthesize it. The reactants are: [CH2:1]([N:3]([C:29](=O)[C:30]1[CH:35]=[CH:34][C:33]([OH:36])=[CH:32][CH:31]=1)[C:4]1[CH:9]=[C:8]([O:10][CH3:11])[CH:7]=[CH:6][C:5]=1[CH:12]1[CH2:21][CH2:20][C:19]2[CH:18]=[C:17]([O:22]C(=O)C(C)(C)C)[CH:16]=[CH:15][C:14]=2[CH2:13]1)[CH3:2].Cl[CH2:39][C:40]([NH:42][CH2:43][CH2:44][S:45][CH3:46])=O.